This data is from Full USPTO retrosynthesis dataset with 1.9M reactions from patents (1976-2016). The task is: Predict the reactants needed to synthesize the given product. (1) The reactants are: [C:1]([N:5]1[C:14]2[C:9](=[CH:10][CH:11]=[C:12](Cl)[N:13]=2)[C:8](=[O:16])[C:7]([C:17]([O:19][CH2:20][CH3:21])=[O:18])=[CH:6]1)([CH3:4])([CH3:3])[CH3:2].[C:22]([O:26][C:27]([NH:29][CH:30]1[CH2:34][CH2:33][NH:32][CH2:31]1)=[O:28])([CH3:25])([CH3:24])[CH3:23].C(=O)([O-])[O-].[K+].[K+]. Given the product [C:22]([O:26][C:27]([NH:29][CH:30]1[CH2:34][CH2:33][N:32]([C:12]2[N:13]=[C:14]3[C:9]([C:8](=[O:16])[C:7]([C:17]([O:19][CH2:20][CH3:21])=[O:18])=[CH:6][N:5]3[C:1]([CH3:4])([CH3:3])[CH3:2])=[CH:10][CH:11]=2)[CH2:31]1)=[O:28])([CH3:25])([CH3:23])[CH3:24], predict the reactants needed to synthesize it. (2) Given the product [CH3:4][CH:3]([CH3:5])[C@@H:44]([C@@H:15]1[C@@H:14]([O:13][CH2:6][C:7]2[CH:8]=[CH:9][CH:10]=[CH:11][CH:12]=2)[C@H:19]([O:20][CH2:21][C:22]2[CH:27]=[CH:26][CH:25]=[CH:24][CH:23]=2)[C@H:18]([O:28][CH2:29][C:30]2[CH:31]=[CH:32][CH:33]=[CH:34][CH:35]=2)[C@@H:17]([O:36][CH2:37][C:38]2[CH:43]=[CH:42][CH:41]=[CH:40][CH:39]=2)[O:16]1)[OH:45], predict the reactants needed to synthesize it. The reactants are: Br[Mg][CH:3]([CH3:5])[CH3:4].[CH2:6]([O:13][C@H:14]1[C@H:19]([O:20][CH2:21][C:22]2[CH:27]=[CH:26][CH:25]=[CH:24][CH:23]=2)[C@H:18]([O:28][CH2:29][C:30]2[CH:35]=[CH:34][CH:33]=[CH:32][CH:31]=2)[C@@H:17]([O:36][CH2:37][C:38]2[CH:43]=[CH:42][CH:41]=[CH:40][CH:39]=2)[O:16][C@@H:15]1[CH:44]=[O:45])[C:7]1[CH:12]=[CH:11][CH:10]=[CH:9][CH:8]=1. (3) Given the product [C:30]([O:29][C:25]([NH:26][N:27]=[C:21]1[CH2:20][CH2:19][N:18]([C:16]([O:15][CH2:14][CH:12]2[C:11]3[CH:10]=[CH:9][CH:8]=[CH:7][C:6]=3[C:5]3[C:13]2=[CH:1][CH:2]=[CH:3][CH:4]=3)=[O:17])[CH2:23][CH2:22]1)=[O:28])([CH3:33])([CH3:32])[CH3:31], predict the reactants needed to synthesize it. The reactants are: [CH:1]1[C:13]2[CH:12]([CH2:14][O:15][C:16]([N:18]3[CH2:23][CH2:22][C:21](=O)[CH2:20][CH2:19]3)=[O:17])[C:11]3[C:6](=[CH:7][CH:8]=[CH:9][CH:10]=3)[C:5]=2[CH:4]=[CH:3][CH:2]=1.[C:25]([O:29][C:30]([CH3:33])([CH3:32])[CH3:31])(=[O:28])[NH:26][NH2:27]. (4) Given the product [CH2:19]([NH:21][C:22]([NH:17][C:15]1[S:16][C:12]([C:4]2[CH:5]=[CH:6][C:7]([S:8]([CH3:11])(=[O:9])=[O:10])=[C:2]([F:1])[CH:3]=2)=[C:13]([CH3:18])[N:14]=1)=[O:23])[CH3:20], predict the reactants needed to synthesize it. The reactants are: [F:1][C:2]1[CH:3]=[C:4]([C:12]2[S:16][C:15]([NH2:17])=[N:14][C:13]=2[CH3:18])[CH:5]=[CH:6][C:7]=1[S:8]([CH3:11])(=[O:10])=[O:9].[CH2:19]([N:21]=[C:22]=[O:23])[CH3:20].